The task is: Predict the reactants needed to synthesize the given product.. This data is from Full USPTO retrosynthesis dataset with 1.9M reactions from patents (1976-2016). The reactants are: [Cl:1][C:2]1[CH:7]=[CH:6][C:5]([C@H:8]2[N:15]3[C:11]([S:12][C:13]([C:19]([OH:21])=O)=[C:14]3[CH:16]([CH3:18])[CH3:17])=[N:10][C@:9]2([C:23]2[CH:28]=[CH:27][C:26]([Cl:29])=[CH:25][CH:24]=2)[CH3:22])=[CH:4][CH:3]=1.Cl.[C:31]([N:34]1[CH2:39][CH2:38][NH:37][CH2:36][C@@H:35]1[CH3:40])(=[O:33])[CH3:32]. Given the product [C:31]([N:34]1[CH2:39][CH2:38][N:37]([C:19]([C:13]2[S:12][C:11]3=[N:10][C@:9]([C:23]4[CH:28]=[CH:27][C:26]([Cl:29])=[CH:25][CH:24]=4)([CH3:22])[C@@H:8]([C:5]4[CH:6]=[CH:7][C:2]([Cl:1])=[CH:3][CH:4]=4)[N:15]3[C:14]=2[CH:16]([CH3:18])[CH3:17])=[O:21])[CH2:36][C@@H:35]1[CH3:40])(=[O:33])[CH3:32], predict the reactants needed to synthesize it.